This data is from NCI-60 drug combinations with 297,098 pairs across 59 cell lines. The task is: Regression. Given two drug SMILES strings and cell line genomic features, predict the synergy score measuring deviation from expected non-interaction effect. (1) Drug 1: CCCS(=O)(=O)NC1=C(C(=C(C=C1)F)C(=O)C2=CNC3=C2C=C(C=N3)C4=CC=C(C=C4)Cl)F. Drug 2: C1C(C(OC1N2C=C(C(=O)NC2=O)F)CO)O. Cell line: A549. Synergy scores: CSS=25.7, Synergy_ZIP=-5.63, Synergy_Bliss=-11.1, Synergy_Loewe=-17.4, Synergy_HSA=-11.5. (2) Cell line: PC-3. Synergy scores: CSS=15.8, Synergy_ZIP=-5.86, Synergy_Bliss=1.09, Synergy_Loewe=1.99, Synergy_HSA=3.57. Drug 2: C1CN(CCN1C(=O)CCBr)C(=O)CCBr. Drug 1: CC1=C(N=C(N=C1N)C(CC(=O)N)NCC(C(=O)N)N)C(=O)NC(C(C2=CN=CN2)OC3C(C(C(C(O3)CO)O)O)OC4C(C(C(C(O4)CO)O)OC(=O)N)O)C(=O)NC(C)C(C(C)C(=O)NC(C(C)O)C(=O)NCCC5=NC(=CS5)C6=NC(=CS6)C(=O)NCCC[S+](C)C)O. (3) Drug 1: CC1=C(C=C(C=C1)NC(=O)C2=CC=C(C=C2)CN3CCN(CC3)C)NC4=NC=CC(=N4)C5=CN=CC=C5. Synergy scores: CSS=53.4, Synergy_ZIP=4.11, Synergy_Bliss=-1.35, Synergy_Loewe=-29.6, Synergy_HSA=0.719. Cell line: K-562. Drug 2: CCCCCOC(=O)NC1=NC(=O)N(C=C1F)C2C(C(C(O2)C)O)O. (4) Drug 1: CC(C1=C(C=CC(=C1Cl)F)Cl)OC2=C(N=CC(=C2)C3=CN(N=C3)C4CCNCC4)N. Drug 2: CNC(=O)C1=NC=CC(=C1)OC2=CC=C(C=C2)NC(=O)NC3=CC(=C(C=C3)Cl)C(F)(F)F. Cell line: HT29. Synergy scores: CSS=36.7, Synergy_ZIP=-5.70, Synergy_Bliss=-1.97, Synergy_Loewe=-5.09, Synergy_HSA=-3.27.